From a dataset of Catalyst prediction with 721,799 reactions and 888 catalyst types from USPTO. Predict which catalyst facilitates the given reaction. (1) Reactant: [NH2:1][C:2]1[CH:3]=[N:4][CH:5]=[CH:6][C:7]=1[C:8]1[N:17]=[CH:16][C:15]2[N:14]([CH3:18])[C:13](=[O:19])[C@@H:12]([CH2:20][CH3:21])[N:11]([CH:22]3[CH2:26][CH2:25][CH2:24][CH2:23]3)[C:10]=2[N:9]=1.[C:27](O)(=[O:34])[C:28]1[CH:33]=[CH:32][CH:31]=[CH:30][CH:29]=1.CN(C(ON1N=NC2C=CC=NC1=2)=[N+](C)C)C.F[P-](F)(F)(F)(F)F.CCN(C(C)C)C(C)C. Product: [CH:22]1([N:11]2[C:10]3[N:9]=[C:8]([C:7]4[CH:6]=[CH:5][N:4]=[CH:3][C:2]=4[NH:1][C:27](=[O:34])[C:28]4[CH:33]=[CH:32][CH:31]=[CH:30][CH:29]=4)[N:17]=[CH:16][C:15]=3[N:14]([CH3:18])[C:13](=[O:19])[C@H:12]2[CH2:20][CH3:21])[CH2:26][CH2:25][CH2:24][CH2:23]1. The catalyst class is: 20. (2) Reactant: [Br:1][C:2]1[CH:7]=[CH:6][C:5]([NH:8][C:9]([NH:11][NH:12][C:13](=O)[CH2:14][C@@H:15]2[CH2:19][CH2:18][N:17]([C:20]([CH:22]3[CH2:24][CH2:23]3)=[O:21])[CH2:16]2)=[O:10])=[CH:4][CH:3]=1.C(=O)([O-])[O-].[K+].[K+].C(OCC)(=O)C.Cl. Product: [Br:1][C:2]1[CH:7]=[CH:6][C:5]([N:8]2[C:13]([CH2:14][C@@H:15]3[CH2:19][CH2:18][N:17]([C:20]([CH:22]4[CH2:24][CH2:23]4)=[O:21])[CH2:16]3)=[N:12][NH:11][C:9]2=[O:10])=[CH:4][CH:3]=1. The catalyst class is: 229. (3) Reactant: [CH3:1][C:2]([CH3:32])([CH3:31])[C:3](=[O:30])[CH2:4][O:5][C:6]1[CH:11]=[CH:10][C:9]([C:12]([C:17]2[CH:22]=[CH:21][C:20]([NH:23][S:24]([CH3:27])(=[O:26])=[O:25])=[C:19]([CH3:28])[CH:18]=2)([CH2:15][CH3:16])[CH2:13][CH3:14])=[CH:8][C:7]=1[CH3:29].[C:33]1(P(C2C=CC=CC=2)C2C=CC=CC=2)C=CC=CC=1.CO.CCOC(/N=N/C(OCC)=O)=O. Product: [CH3:32][C:2]([CH3:1])([CH3:31])[C:3](=[O:30])[CH2:4][O:5][C:6]1[CH:11]=[CH:10][C:9]([C:12]([C:17]2[CH:22]=[CH:21][C:20]([N:23]([CH3:33])[S:24]([CH3:27])(=[O:26])=[O:25])=[C:19]([CH3:28])[CH:18]=2)([CH2:15][CH3:16])[CH2:13][CH3:14])=[CH:8][C:7]=1[CH3:29]. The catalyst class is: 1.